The task is: Predict the reaction yield, written as a fraction of the theoretical maximum amount of product (1.0 means a 100% yield; for example, 0.34 means a 34% yield).. This data is from Reaction yield outcomes from USPTO patents with 853,638 reactions. The reactants are [N:1]1([C:5]([CH:7]2[CH2:12][CH2:11][N:10]([CH:13]3[CH2:16][N:15]([CH2:17][CH2:18][C@@H:19]([C:36]4[CH:41]=[CH:40][C:39]([F:42])=[CH:38][CH:37]=4)[CH2:20][N:21]([CH3:35])[C:22](=[O:34])[C:23]4[CH:28]=[C:27]([C:29]([F:32])([F:31])[F:30])[CH:26]=[C:25]([Br:33])[CH:24]=4)[CH2:14]3)[CH2:9][CH2:8]2)=[O:6])[CH2:4]C[CH2:2]1.N1CC(N2CCC(C(N(C)C)=O)CC2)C1.[C:58]([OH:61])(=[O:60])C. The catalyst is CO. The product is [CH:58]([OH:61])=[O:60].[CH:58]([OH:61])=[O:60].[Br:33][C:25]1[CH:24]=[C:23]([CH:28]=[C:27]([C:29]([F:31])([F:30])[F:32])[CH:26]=1)[C:22]([N:21]([CH3:35])[CH2:20][C@H:19]([C:36]1[CH:37]=[CH:38][C:39]([F:42])=[CH:40][CH:41]=1)[CH2:18][CH2:17][N:15]1[CH2:14][CH:13]([N:10]2[CH2:11][CH2:12][CH:7]([C:5]([N:1]([CH3:2])[CH3:4])=[O:6])[CH2:8][CH2:9]2)[CH2:16]1)=[O:34]. The yield is 0.770.